Predict the product of the given reaction. From a dataset of Forward reaction prediction with 1.9M reactions from USPTO patents (1976-2016). Given the reactants Cl[CH2:2][CH2:3][N:4]1[C:12]2[C:7](=[CH:8][CH:9]=[CH:10][CH:11]=2)[CH2:6][CH2:5]1.[NH:13]1[CH2:18][CH2:17][O:16][CH:15]([CH2:19][OH:20])[CH2:14]1.C(N(CC)CC)C, predict the reaction product. The product is: [N:4]1([CH2:3][CH2:2][N:13]2[CH2:18][CH2:17][O:16][C@H:15]([CH2:19][OH:20])[CH2:14]2)[C:12]2[C:7](=[CH:8][CH:9]=[CH:10][CH:11]=2)[CH2:6][CH2:5]1.